Predict the reaction yield, written as a fraction of the theoretical maximum amount of product (1.0 means a 100% yield; for example, 0.34 means a 34% yield). From a dataset of Reaction yield outcomes from USPTO patents with 853,638 reactions. (1) The reactants are [CH3:1][O:2][C:3]1[CH:4]=[CH:5][C:6]2[O:10][C:9]([CH:11]([NH:16][C:17]3[CH:22]=[CH:21][C:20]([C:23]([NH:25][CH2:26][CH2:27][C:28]([O:30]CC)=[O:29])=[O:24])=[CH:19][CH:18]=3)[CH2:12][CH:13]([CH3:15])[CH3:14])=[C:8]([CH3:33])[C:7]=2[CH:34]=1.O1CCCC1.[OH-].[Na+]. The catalyst is C(O)C. The product is [CH3:1][O:2][C:3]1[CH:4]=[CH:5][C:6]2[O:10][C:9]([CH:11]([NH:16][C:17]3[CH:18]=[CH:19][C:20]([C:23]([NH:25][CH2:26][CH2:27][C:28]([OH:30])=[O:29])=[O:24])=[CH:21][CH:22]=3)[CH2:12][CH:13]([CH3:15])[CH3:14])=[C:8]([CH3:33])[C:7]=2[CH:34]=1. The yield is 0.860. (2) The reactants are [Li+].CCC[CH2-].[Cl:6][C:7]1[CH:8]=[N:9][CH:10]=[CH:11][CH:12]=1.[CH:13](OCC)=[O:14]. The catalyst is C1COCC1. The product is [Cl:6][C:7]1[CH:8]=[N:9][CH:10]=[CH:11][C:12]=1[CH:13]=[O:14]. The yield is 0.550. (3) The reactants are [CH3:1][O:2][C:3](=[O:25])[C:4](C)([CH2:9][C@H:10]1[CH2:14][C:13](=[O:15])[N:12]([C@H:16]([C:18]2[CH:23]=[CH:22][CH:21]=[CH:20][CH:19]=2)[CH3:17])[CH2:11]1)[C:5](OC)=O.[Na+].[Cl-].CS(C)=O. The catalyst is O. The product is [CH3:1][O:2][C:3](=[O:25])[CH:4]([CH3:5])[CH2:9][C@H:10]1[CH2:14][C:13](=[O:15])[N:12]([C@H:16]([C:18]2[CH:19]=[CH:20][CH:21]=[CH:22][CH:23]=2)[CH3:17])[CH2:11]1. The yield is 0.400. (4) The reactants are [CH3:1][O:2][C:3](=[O:14])[C:4]1[CH:9]=[C:8]([N+:10]([O-:12])=[O:11])[CH:7]=[C:6]([NH2:13])[CH:5]=1.N1C=CC=CC=1.[Cl:21][CH2:22][CH2:23][CH2:24][S:25](Cl)(=[O:27])=[O:26]. The catalyst is C(Cl)Cl.CN(C1C=CN=CC=1)C.CCOC(C)=O.Cl. The product is [CH3:1][O:2][C:3](=[O:14])[C:4]1[CH:9]=[C:8]([N+:10]([O-:12])=[O:11])[CH:7]=[C:6]([NH:13][S:25]([CH2:24][CH2:23][CH2:22][Cl:21])(=[O:27])=[O:26])[CH:5]=1. The yield is 0.320. (5) The reactants are Cl[CH2:2][CH2:3][CH2:4][C:5]([C:7]1[CH:12]=[CH:11][C:10]([CH2:13][C:14](N(OC)C)=[O:15])=[CH:9][CH:8]=1)=[O:6].[OH-:20].[K+].Cl. The catalyst is C(O)C. The product is [CH:4]1([C:5]([C:7]2[CH:8]=[CH:9][C:10]([CH2:13][C:14]([OH:15])=[O:20])=[CH:11][CH:12]=2)=[O:6])[CH2:3][CH2:2]1. The yield is 0.950. (6) The reactants are [Cl-].O[NH3+:3].[C:4](=[O:7])([O-])[OH:5].[Na+].CS(C)=O.[CH3:13][C:14]1[N:48]=[C:17]2[N:18]([CH:41]3[CH2:46][CH2:45][CH:44]([CH3:47])[O:43][CH2:42]3)[C:19](=[O:40])[C:20]([CH2:25][C:26]3[CH:31]=[CH:30][C:29]([C:32]4[C:33]([C:38]#[N:39])=[CH:34][CH:35]=[CH:36][CH:37]=4)=[CH:28][CH:27]=3)=[C:21]([CH2:22][CH2:23][CH3:24])[N:16]2[N:15]=1. The catalyst is C(OCC)(=O)C. The product is [CH3:13][C:14]1[N:48]=[C:17]2[N:18]([CH:41]3[CH2:46][CH2:45][CH:44]([CH3:47])[O:43][CH2:42]3)[C:19](=[O:40])[C:20]([CH2:25][C:26]3[CH:27]=[CH:28][C:29]([C:32]4[CH:37]=[CH:36][CH:35]=[CH:34][C:33]=4[C:38]4[NH:3][C:4](=[O:7])[O:5][N:39]=4)=[CH:30][CH:31]=3)=[C:21]([CH2:22][CH2:23][CH3:24])[N:16]2[N:15]=1. The yield is 0.470.